From a dataset of Full USPTO retrosynthesis dataset with 1.9M reactions from patents (1976-2016). Predict the reactants needed to synthesize the given product. (1) Given the product [C:2]([C:4]1[CH:5]=[C:6]([C:10]2[N:20]=[CH:19][CH:18]=[CH:17][C:11]=2[C:12]([O:14][CH2:15][CH3:16])=[O:13])[CH:7]=[CH:8][C:9]=1[O:26][CH2:27][CH2:28][CH2:29][CH2:30][C:31]1[CH:32]=[C:33]([C:45]([CH3:48])([CH3:47])[CH3:46])[C:34]([O:41][CH2:42][O:43][CH3:44])=[C:35]([C:37]([CH3:40])([CH3:39])[CH3:38])[CH:36]=1)#[N:3], predict the reactants needed to synthesize it. The reactants are: Cl.[C:2]([C:4]1[C:5](O)=[C:6]([C:10]2[N:20]=[CH:19][CH:18]=[CH:17][C:11]=2[C:12]([O:14][CH2:15][CH3:16])=[O:13])[CH:7]=[CH:8][CH:9]=1)#[N:3].CS([O:26][CH2:27][CH2:28][CH2:29][CH2:30][C:31]1[CH:36]=[C:35]([C:37]([CH3:40])([CH3:39])[CH3:38])[C:34]([O:41][CH2:42][O:43][CH3:44])=[C:33]([C:45]([CH3:48])([CH3:47])[CH3:46])[CH:32]=1)(=O)=O.C(=O)([O-])[O-].[K+].[K+]. (2) Given the product [CH3:12][O:13][C:14]1[CH:19]=[CH:18][CH:17]=[CH:16][C:15]=1[S:20]([NH:1][C:2]1[CH:3]=[CH:4][CH:5]=[C:6]2[C:11]=1[N:10]=[CH:9][CH:8]=[CH:7]2)(=[O:22])=[O:21], predict the reactants needed to synthesize it. The reactants are: [NH2:1][C:2]1[CH:3]=[CH:4][CH:5]=[C:6]2[C:11]=1[N:10]=[CH:9][CH:8]=[CH:7]2.[CH3:12][O:13][C:14]1[CH:19]=[CH:18][CH:17]=[CH:16][C:15]=1[S:20](Cl)(=[O:22])=[O:21]. (3) Given the product [CH3:1][O:2][C:3](=[O:13])[C:4]1[CH:9]=[CH:8][CH:7]=[C:6]([CH2:10][CH2:11][NH:12][S:15]([CH3:14])(=[O:17])=[O:16])[CH:5]=1, predict the reactants needed to synthesize it. The reactants are: [CH3:1][O:2][C:3](=[O:13])[C:4]1[CH:9]=[CH:8][CH:7]=[C:6]([CH2:10][CH2:11][NH2:12])[CH:5]=1.[CH3:14][S:15](Cl)(=[O:17])=[O:16].C(N(CC)CC)C. (4) Given the product [F:25][C:18]1[CH:19]=[CH:20][CH:21]=[C:22]2[C:17]=1[NH:16][C:15](=[O:26])[N:14]([CH:11]1[CH2:10][CH2:9][NH:8][CH2:13][CH2:12]1)[C:23]2=[O:24], predict the reactants needed to synthesize it. The reactants are: C([N:8]1[CH2:13][CH2:12][CH:11]([N:14]2[C:23](=[O:24])[C:22]3[C:17](=[C:18]([F:25])[CH:19]=[CH:20][CH:21]=3)[NH:16][C:15]2=[O:26])[CH2:10][CH2:9]1)C1C=CC=CC=1.